Dataset: NCI-60 drug combinations with 297,098 pairs across 59 cell lines. Task: Regression. Given two drug SMILES strings and cell line genomic features, predict the synergy score measuring deviation from expected non-interaction effect. (1) Drug 1: CC1=C(C=C(C=C1)NC(=O)C2=CC=C(C=C2)CN3CCN(CC3)C)NC4=NC=CC(=N4)C5=CN=CC=C5. Drug 2: CC1C(C(CC(O1)OC2CC(CC3=C2C(=C4C(=C3O)C(=O)C5=CC=CC=C5C4=O)O)(C(=O)C)O)N)O. Cell line: SN12C. Synergy scores: CSS=40.4, Synergy_ZIP=4.84, Synergy_Bliss=5.52, Synergy_Loewe=-39.3, Synergy_HSA=1.28. (2) Drug 1: CC1=CC2C(CCC3(C2CCC3(C(=O)C)OC(=O)C)C)C4(C1=CC(=O)CC4)C. Drug 2: C1CN1P(=S)(N2CC2)N3CC3. Cell line: COLO 205. Synergy scores: CSS=34.1, Synergy_ZIP=-5.23, Synergy_Bliss=3.09, Synergy_Loewe=-35.5, Synergy_HSA=1.90.